Dataset: Forward reaction prediction with 1.9M reactions from USPTO patents (1976-2016). Task: Predict the product of the given reaction. (1) Given the reactants Br[C:2]1[CH:7]=[CH:6][C:5]([N:8]2[C:12]3[N:13]=[CH:14][N:15]([CH2:18][C:19]4([OH:34])[CH2:24][CH2:23][N:22]([C:25](=[O:33])[C:26]5[CH:31]=[CH:30][C:29]([F:32])=[CH:28][CH:27]=5)[CH2:21][CH2:20]4)[C:16](=[O:17])[C:11]=3[CH:10]=[N:9]2)=[CH:4][CH:3]=1.[CH2:35]1[NH:40][CH2:39][CH2:38][N:37]2[CH2:41][CH2:42][CH2:43][CH2:44][C@H:36]12, predict the reaction product. The product is: [F:32][C:29]1[CH:30]=[CH:31][C:26]([C:25]([N:22]2[CH2:23][CH2:24][C:19]([CH2:18][N:15]3[C:16](=[O:17])[C:11]4[CH:10]=[N:9][N:8]([C:5]5[CH:6]=[CH:7][C:2]([N:40]6[CH2:39][CH2:38][N:37]7[CH2:41][CH2:42][CH2:43][CH2:44][C@@H:36]7[CH2:35]6)=[CH:3][CH:4]=5)[C:12]=4[N:13]=[CH:14]3)([OH:34])[CH2:20][CH2:21]2)=[O:33])=[CH:27][CH:28]=1. (2) Given the reactants [O:1]=[C:2]1[CH2:11][CH2:10][C:9]2[C:4](=[CH:5][C:6]([CH:12]=O)=[CH:7][CH:8]=2)[NH:3]1.[CH3:14][O:15][C:16]1[CH:17]=[C:18]([CH:28]=[CH:29][CH:30]=1)[C:19]([NH:21][CH:22]1[CH2:27][CH2:26][NH:25][CH2:24][CH2:23]1)=[O:20].[BH-](OC(C)=O)(OC(C)=O)OC(C)=O.[Na+].[OH-].[Na+], predict the reaction product. The product is: [CH3:14][O:15][C:16]1[CH:17]=[C:18]([CH:28]=[CH:29][CH:30]=1)[C:19]([NH:21][CH:22]1[CH2:27][CH2:26][N:25]([CH2:12][C:6]2[CH:5]=[C:4]3[C:9]([CH2:10][CH2:11][C:2](=[O:1])[NH:3]3)=[CH:8][CH:7]=2)[CH2:24][CH2:23]1)=[O:20]. (3) Given the reactants [N:1]1([C:7]2[CH:8]=[C:9]([OH:14])[CH:10]=[C:11](O)[CH:12]=2)[CH2:6][CH2:5][O:4][CH2:3][CH2:2]1.CC1C=CC(S(O)(=O)=O)=CC=1.O.C[O:28][C:29](=O)[C:30]1[CH:35]=[CH:34][CH:33]=[N:32][C:31]=1[NH2:36], predict the reaction product. The product is: [OH:14][C:9]1[C:10]2[C:29](=[O:28])[C:30]3[CH:35]=[CH:34][CH:33]=[N:32][C:31]=3[NH:36][C:11]=2[CH:12]=[C:7]([N:1]2[CH2:2][CH2:3][O:4][CH2:5][CH2:6]2)[CH:8]=1. (4) Given the reactants [CH2:1]([N:8]1[CH2:13][C@@H:12]2[C@@:10]([NH2:15])([C@@H:11]2[CH3:14])[CH2:9]1)[C:2]1[CH:7]=[CH:6][CH:5]=[CH:4][CH:3]=1.C(N(CC)CC)C.[C:23]([O:27][C:28](O[C:28]([O:27][C:23]([CH3:26])([CH3:25])[CH3:24])=[O:29])=[O:29])([CH3:26])([CH3:25])[CH3:24], predict the reaction product. The product is: [CH2:1]([N:8]1[CH2:13][C@@H:12]2[C@@:10]([NH:15][C:28](=[O:29])[O:27][C:23]([CH3:26])([CH3:25])[CH3:24])([C@@H:11]2[CH3:14])[CH2:9]1)[C:2]1[CH:3]=[CH:4][CH:5]=[CH:6][CH:7]=1. (5) The product is: [Cl:9][C:7]1[C:6]([O:10][CH3:11])=[C:5]([N+:12]([O-:14])=[O:13])[C:4]([F:15])=[C:3]([CH:8]=1)[CH2:2][P:19](=[O:23])([O:20][CH2:21][CH3:22])[O:18][CH2:16][CH3:17]. Given the reactants Br[CH2:2][C:3]1[CH:8]=[C:7]([Cl:9])[C:6]([O:10][CH3:11])=[C:5]([N+:12]([O-:14])=[O:13])[C:4]=1[F:15].[CH2:16]([O:18][P:19]([O:23]CC)[O:20][CH2:21][CH3:22])[CH3:17], predict the reaction product. (6) Given the reactants Br[C:2]1[C:12]2[O:11][CH2:10][CH2:9][N:8]([C:13]([O:15][C:16]([CH3:19])([CH3:18])[CH3:17])=[O:14])[CH2:7][C:6]=2[CH:5]=[CH:4][CH:3]=1.[C:20]1(B(O)O)[CH2:24][CH2:23][CH2:22][CH:21]=1.O, predict the reaction product. The product is: [C:20]1([C:2]2[C:12]3[O:11][CH2:10][CH2:9][N:8]([C:13]([O:15][C:16]([CH3:19])([CH3:18])[CH3:17])=[O:14])[CH2:7][C:6]=3[CH:5]=[CH:4][CH:3]=2)[CH2:24][CH2:23][CH2:22][CH:21]=1.